This data is from Aqueous solubility values for 9,982 compounds from the AqSolDB database. The task is: Regression/Classification. Given a drug SMILES string, predict its absorption, distribution, metabolism, or excretion properties. Task type varies by dataset: regression for continuous measurements (e.g., permeability, clearance, half-life) or binary classification for categorical outcomes (e.g., BBB penetration, CYP inhibition). For this dataset (solubility_aqsoldb), we predict Y. (1) The drug is CC(C)C1(C)N=C(c2ncccc2C(=O)O)NC1=O. The Y is -1.36 log mol/L. (2) The molecule is CSCS(=O)CC(CO)NC(=O)C=Cc1c(C)[nH]c(=O)[nH]c1=O. The Y is -1.98 log mol/L. (3) The compound is CCCCC(CC)C(=O)OCC(COCC(COC(=O)CCCCCC(C)C)(COC(=O)C(CC)CCCC)COC(=O)C(CC)CCCC)(COC(=O)CCCCCC(C)C)COC(=O)CCCCCC(C)C. The Y is -7.32 log mol/L. (4) The drug is CNC(=O)O/N=C(\SC)C(=O)N(C)C. The Y is 0.106 log mol/L. (5) The molecule is O=C(O)c1ccc([N+](=O)[O-])c([N+](=O)[O-])c1. The Y is -1.50 log mol/L.